This data is from Catalyst prediction with 721,799 reactions and 888 catalyst types from USPTO. The task is: Predict which catalyst facilitates the given reaction. Reactant: [Br:1][C:2]1[CH:3]=[C:4]2[C:9](=[CH:10][CH:11]=1)[N:8]=[C:7]([Cl:12])[C:6]([CH:13]=[O:14])=[CH:5]2.[BH4-].[Na+]. Product: [Br:1][C:2]1[CH:3]=[C:4]2[C:9](=[CH:10][CH:11]=1)[N:8]=[C:7]([Cl:12])[C:6]([CH2:13][OH:14])=[CH:5]2. The catalyst class is: 14.